This data is from NCI-60 drug combinations with 297,098 pairs across 59 cell lines. The task is: Regression. Given two drug SMILES strings and cell line genomic features, predict the synergy score measuring deviation from expected non-interaction effect. (1) Synergy scores: CSS=-5.36, Synergy_ZIP=-2.59, Synergy_Bliss=-11.4, Synergy_Loewe=-11.2, Synergy_HSA=-10.2. Drug 1: CC1=CC2C(CCC3(C2CCC3(C(=O)C)OC(=O)C)C)C4(C1=CC(=O)CC4)C. Drug 2: C1=CC(=CC=C1CC(C(=O)O)N)N(CCCl)CCCl.Cl. Cell line: KM12. (2) Drug 1: C#CCC(CC1=CN=C2C(=N1)C(=NC(=N2)N)N)C3=CC=C(C=C3)C(=O)NC(CCC(=O)O)C(=O)O. Drug 2: CC1CCCC2(C(O2)CC(NC(=O)CC(C(C(=O)C(C1O)C)(C)C)O)C(=CC3=CSC(=N3)C)C)C. Cell line: HCT-15. Synergy scores: CSS=34.7, Synergy_ZIP=6.07, Synergy_Bliss=7.44, Synergy_Loewe=8.25, Synergy_HSA=7.40. (3) Drug 1: C1=CC(=CC=C1CCC2=CNC3=C2C(=O)NC(=N3)N)C(=O)NC(CCC(=O)O)C(=O)O. Drug 2: CC1CCC2CC(C(=CC=CC=CC(CC(C(=O)C(C(C(=CC(C(=O)CC(OC(=O)C3CCCCN3C(=O)C(=O)C1(O2)O)C(C)CC4CCC(C(C4)OC)OCCO)C)C)O)OC)C)C)C)OC. Cell line: HCT116. Synergy scores: CSS=46.5, Synergy_ZIP=0.710, Synergy_Bliss=-0.873, Synergy_Loewe=-0.148, Synergy_HSA=1.17. (4) Synergy scores: CSS=6.23, Synergy_ZIP=2.45, Synergy_Bliss=8.08, Synergy_Loewe=-5.40, Synergy_HSA=2.98. Drug 1: C1CCC(C1)C(CC#N)N2C=C(C=N2)C3=C4C=CNC4=NC=N3. Cell line: T-47D. Drug 2: CCCCC(=O)OCC(=O)C1(CC(C2=C(C1)C(=C3C(=C2O)C(=O)C4=C(C3=O)C=CC=C4OC)O)OC5CC(C(C(O5)C)O)NC(=O)C(F)(F)F)O. (5) Drug 1: CCC1(C2=C(COC1=O)C(=O)N3CC4=CC5=C(C=CC(=C5CN(C)C)O)N=C4C3=C2)O.Cl. Drug 2: C1CCC(C(C1)N)N.C(=O)(C(=O)[O-])[O-].[Pt+4]. Cell line: SR. Synergy scores: CSS=78.4, Synergy_ZIP=-1.02, Synergy_Bliss=-1.13, Synergy_Loewe=-1.51, Synergy_HSA=1.47. (6) Drug 1: CN(CC1=CN=C2C(=N1)C(=NC(=N2)N)N)C3=CC=C(C=C3)C(=O)NC(CCC(=O)O)C(=O)O. Drug 2: CCN(CC)CCCC(C)NC1=C2C=C(C=CC2=NC3=C1C=CC(=C3)Cl)OC. Cell line: A498. Synergy scores: CSS=29.7, Synergy_ZIP=-7.66, Synergy_Bliss=-4.82, Synergy_Loewe=-5.34, Synergy_HSA=-4.51. (7) Drug 1: C1=CC(=CC=C1CC(C(=O)O)N)N(CCCl)CCCl.Cl. Drug 2: C#CCC(CC1=CN=C2C(=N1)C(=NC(=N2)N)N)C3=CC=C(C=C3)C(=O)NC(CCC(=O)O)C(=O)O. Cell line: IGROV1. Synergy scores: CSS=15.4, Synergy_ZIP=-8.10, Synergy_Bliss=-0.972, Synergy_Loewe=-1.24, Synergy_HSA=-1.19. (8) Drug 1: C1=NC2=C(N=C(N=C2N1C3C(C(C(O3)CO)O)F)Cl)N. Drug 2: CC1=C(N=C(N=C1N)C(CC(=O)N)NCC(C(=O)N)N)C(=O)NC(C(C2=CN=CN2)OC3C(C(C(C(O3)CO)O)O)OC4C(C(C(C(O4)CO)O)OC(=O)N)O)C(=O)NC(C)C(C(C)C(=O)NC(C(C)O)C(=O)NCCC5=NC(=CS5)C6=NC(=CS6)C(=O)NCCC[S+](C)C)O. Cell line: NCI-H460. Synergy scores: CSS=31.7, Synergy_ZIP=1.97, Synergy_Bliss=2.04, Synergy_Loewe=-4.88, Synergy_HSA=0.409. (9) Drug 1: CN(C)N=NC1=C(NC=N1)C(=O)N. Drug 2: C1=CN(C(=O)N=C1N)C2C(C(C(O2)CO)O)O.Cl. Cell line: MDA-MB-231. Synergy scores: CSS=25.3, Synergy_ZIP=-0.679, Synergy_Bliss=2.72, Synergy_Loewe=-34.0, Synergy_HSA=0.181.